Dataset: Full USPTO retrosynthesis dataset with 1.9M reactions from patents (1976-2016). Task: Predict the reactants needed to synthesize the given product. (1) Given the product [C:1]([C:3]1[CH:4]=[C:5]([C:13]2[O:17][N:16]=[C:15]([C:18]3[CH:26]=[CH:25][CH:24]=[C:23]4[C:19]=3[CH:20]=[CH:21][N:22]4[CH2:27][CH2:28][C:29]([O-:31])=[O:30])[N:14]=2)[CH:6]=[CH:7][C:8]=1[O:9][CH:10]([CH3:12])[CH3:11])#[N:2].[Na+:35], predict the reactants needed to synthesize it. The reactants are: [C:1]([C:3]1[CH:4]=[C:5]([C:13]2[O:17][N:16]=[C:15]([C:18]3[CH:26]=[CH:25][CH:24]=[C:23]4[C:19]=3[CH:20]=[CH:21][N:22]4[CH2:27][CH2:28][C:29]([O:31]CC)=[O:30])[N:14]=2)[CH:6]=[CH:7][C:8]=1[O:9][CH:10]([CH3:12])[CH3:11])#[N:2].[OH-].[Na+:35].O. (2) Given the product [N:6]1([CH2:5][C:4]([OH:15])=[O:3])[C:10]2=[N:11][CH:12]=[CH:13][CH:14]=[C:9]2[CH:8]=[N:7]1, predict the reactants needed to synthesize it. The reactants are: C([O:3][C:4](=[O:15])[CH2:5][N:6]1[C:10]2=[N:11][CH:12]=[CH:13][CH:14]=[C:9]2[CH:8]=[N:7]1)C.O[Li].O.Cl. (3) Given the product [Cl:31][C:4]1[C:5](=[O:30])[N:6]([CH2:18][CH2:19][C:20]2[CH:29]=[CH:28][C:23]([C:24]([O:26][CH3:27])=[O:25])=[CH:22][CH:21]=2)[C:7]([CH2:8][N:9]2[CH2:13][CH2:12][CH2:11][C@@H:10]2[CH2:14][CH:15]([CH3:17])[CH3:16])=[C:2]([CH3:32])[CH:3]=1, predict the reactants needed to synthesize it. The reactants are: Br[C:2]1[CH:3]=[C:4]([Cl:31])[C:5](=[O:30])[N:6]([CH2:18][CH2:19][C:20]2[CH:29]=[CH:28][C:23]([C:24]([O:26][CH3:27])=[O:25])=[CH:22][CH:21]=2)[C:7]=1[CH2:8][N:9]1[CH2:13][CH2:12][CH2:11][C@@H:10]1[CH2:14][CH:15]([CH3:17])[CH3:16].[CH3:32]B(O)O.P([O-])([O-])([O-])=O.[K+].[K+].[K+].O. (4) Given the product [OH:31][C@@H:17]1[CH2:16][C@@H:15]([CH2:24][CH2:34][C:35]([OH:36])=[O:33])[C@:14]([C@H:13]2[CH2:12][CH2:11][C@@:10]3([CH3:29])[C@@H:6]([CH2:7][CH2:8][C:9]3=[CH2:30])[C@@H:5]2[OH:4])([CH3:28])[CH2:19][CH2:18]1, predict the reactants needed to synthesize it. The reactants are: C([O:4][C@@H:5]1[C@@H:13]([C@@:14]2([CH3:28])[CH2:19][CH2:18][C@H:17](OC(=O)C)[CH2:16][C@@H:15]2[CH2:24]CC#N)[CH2:12][CH2:11][C@@:10]2([CH3:29])[C@H:6]1[CH2:7][CH2:8][C:9]2=[CH2:30])(=O)C.[OH-:31].[K+].[OH2:33].[CH3:34][CH2:35][OH:36]. (5) The reactants are: OC(C(F)(F)F)=O.[NH2:8][C:9]1[CH:10]=[C:11]([C:26]2[CH:27]=[CH:28][C:29]([Cl:41])=[C:30]3[C:34]=2[N:33]([CH3:35])[N:32]=[C:31]3[NH:36][S:37]([CH3:40])(=[O:39])=[O:38])[C:12]([C@@H:15]([NH2:25])[CH2:16][C:17]2[CH:22]=[C:21]([F:23])[CH:20]=[C:19]([F:24])[CH:18]=2)=[N:13][CH:14]=1.C(N(CC)C(C)C)(C)C.[F:51][CH:52]([F:68])[C:53]1[C:54]2[C@H:64]3[CH2:65][C@H:63]3[C:62]([F:67])([F:66])[C:55]=2[N:56]([CH2:58][C:59](O)=[O:60])[N:57]=1.CN(C(ON1N=NC2C=CC=NC1=2)=[N+](C)C)C.F[P-](F)(F)(F)(F)F.[OH-].[Na+].C(O)(=O)CC(CC(O)=O)(C(O)=O)O. Given the product [NH2:8][C:9]1[CH:10]=[C:11]([C:26]2[CH:27]=[CH:28][C:29]([Cl:41])=[C:30]3[C:34]=2[N:33]([CH3:35])[N:32]=[C:31]3[NH:36][S:37]([CH3:40])(=[O:39])=[O:38])[C:12]([C@@H:15]([NH:25][C:59](=[O:60])[CH2:58][N:56]2[C:55]3[C:62]([F:66])([F:67])[C@@H:63]4[CH2:65][C@@H:64]4[C:54]=3[C:53]([CH:52]([F:68])[F:51])=[N:57]2)[CH2:16][C:17]2[CH:22]=[C:21]([F:23])[CH:20]=[C:19]([F:24])[CH:18]=2)=[N:13][CH:14]=1, predict the reactants needed to synthesize it. (6) Given the product [C:1]([N:4]1[CH2:9][CH2:8][C@H:7]([O:10][C:11]2[CH:18]=[CH:17][C:16]([C:19]3[N:24]=[C:23]([NH:25][C:26]4[CH:31]=[CH:30][C:29]([CH:32]5[CH2:37][CH2:36][N:35]([CH3:42])[CH2:34][CH2:33]5)=[CH:28][CH:27]=4)[N:22]=[CH:21][N:20]=3)=[CH:15][C:12]=2[C:13]#[N:14])[C:6]([F:38])([F:39])[CH2:5]1)(=[O:3])[CH3:2], predict the reactants needed to synthesize it. The reactants are: [C:1]([N:4]1[CH2:9][CH2:8][C@H:7]([O:10][C:11]2[CH:18]=[CH:17][C:16]([C:19]3[N:24]=[C:23]([NH:25][C:26]4[CH:31]=[CH:30][C:29]([CH:32]5[CH2:37][CH2:36][NH:35][CH2:34][CH2:33]5)=[CH:28][CH:27]=4)[N:22]=[CH:21][N:20]=3)=[CH:15][C:12]=2[C:13]#[N:14])[C:6]([F:39])([F:38])[CH2:5]1)(=[O:3])[CH3:2].C=O.[C:42](O[BH-](OC(=O)C)OC(=O)C)(=O)C.[Na+]. (7) Given the product [F:27][C:28]([F:45])([F:44])[C@@H:29]([O:31][C:32]([N:23]1[CH2:24][CH2:25][CH:20]([C@@:18]2([CH3:26])[O:17][C:14]3=[CH:15][N:16]=[C:11]([C:8]4[CH2:9][CH2:10][N:5]([S:2]([CH3:1])(=[O:3])=[O:4])[CH2:6][CH:7]=4)[CH:12]=[C:13]3[CH2:19]2)[CH2:21][CH2:22]1)=[O:33])[CH3:30], predict the reactants needed to synthesize it. The reactants are: [CH3:1][S:2]([N:5]1[CH2:10][CH:9]=[C:8]([C:11]2[CH:12]=[C:13]3[CH2:19][C@@:18]([CH3:26])([CH:20]4[CH2:25][CH2:24][NH:23][CH2:22][CH2:21]4)[O:17][C:14]3=[CH:15][N:16]=2)[CH2:7][CH2:6]1)(=[O:4])=[O:3].[F:27][C:28]([F:45])([F:44])[C@@H:29]([O:31][C:32](=O)[O:33]C1C=CC([N+]([O-])=O)=CC=1)[CH3:30]. (8) Given the product [O:4]1[CH2:5][CH2:6][O:2][CH:3]1[CH2:7][CH2:8][CH2:48][C:41]1[C:42]2[C:47](=[CH:46][CH:45]=[CH:44][CH:43]=2)[N:38]=[CH:39][CH:40]=1, predict the reactants needed to synthesize it. The reactants are: [Br-].[O:2]1[CH2:6][CH2:5][O:4][CH:3]1[CH2:7][CH2:8][P+](C1C=CC=CC=1)(C1C=CC=CC=1)C1C=CC=CC=1.C[Si]([N-][Si](C)(C)C)(C)C.[Na+].[N:38]1[C:47]2[C:42](=[CH:43][CH:44]=[CH:45][CH:46]=2)[C:41]([CH:48]=O)=[CH:40][CH:39]=1.C1CCN2C(=NCCC2)CC1. (9) Given the product [Cl:1][C:2]1[CH:7]=[C:6]([O:8][CH2:9][C:10]([F:13])([F:12])[F:11])[CH:5]=[CH:4][C:3]=1[CH:14]([NH:23][S@@:21]([C:18]([CH3:20])([CH3:19])[CH3:17])=[O:22])[CH3:15], predict the reactants needed to synthesize it. The reactants are: [Cl:1][C:2]1[CH:7]=[C:6]([O:8][CH2:9][C:10]([F:13])([F:12])[F:11])[CH:5]=[CH:4][C:3]=1[C:14](=O)[CH3:15].[CH3:17][C:18]([S@:21]([NH2:23])=[O:22])([CH3:20])[CH3:19]. (10) Given the product [Br:1][C:2]1[CH:7]=[C:6]([F:8])[CH:5]=[C:4]([Br:9])[C:3]=1[O:10][CH3:11], predict the reactants needed to synthesize it. The reactants are: [Br:1][C:2]1[CH:7]=[C:6]([F:8])[CH:5]=[C:4]([Br:9])[C:3]=1[OH:10].[C:11](=O)([O-])[O-].[K+].[K+].CI.